From a dataset of Peptide-MHC class II binding affinity with 134,281 pairs from IEDB. Regression. Given a peptide amino acid sequence and an MHC pseudo amino acid sequence, predict their binding affinity value. This is MHC class II binding data. (1) The peptide sequence is RPMLAATAASTVAKS. The MHC is H-2-IAd with pseudo-sequence H-2-IAd. The binding affinity (normalized) is 0.658. (2) The peptide sequence is VERLKRMAISGDDCVVK. The MHC is DRB1_0404 with pseudo-sequence DRB1_0404. The binding affinity (normalized) is 0.503. (3) The peptide sequence is INEPTAKAIAYGLDR. The binding affinity (normalized) is 0.276. The MHC is HLA-DQA10501-DQB10301 with pseudo-sequence HLA-DQA10501-DQB10301. (4) The peptide sequence is ECKYFAATQFEPLAA. The MHC is HLA-DQA10301-DQB10302 with pseudo-sequence HLA-DQA10301-DQB10302. The binding affinity (normalized) is 0.450. (5) The peptide sequence is GELQNVDKIDAAFKI. The MHC is DRB1_0802 with pseudo-sequence DRB1_0802. The binding affinity (normalized) is 0.483. (6) The peptide sequence is VWGIKQLQARVLAVERYLKD. The MHC is DRB3_0101 with pseudo-sequence DRB3_0101. The binding affinity (normalized) is 0. (7) The peptide sequence is YDKFLMNVSTVLTGK. The MHC is DRB1_0404 with pseudo-sequence DRB1_0404. The binding affinity (normalized) is 0.400. (8) The peptide sequence is DRASYRAHWQDDDVT. The MHC is HLA-DQA10501-DQB10201 with pseudo-sequence HLA-DQA10501-DQB10201. The binding affinity (normalized) is 0.296. (9) The peptide sequence is ELYKYKVVKIEPLGV. The MHC is H-2-IAb with pseudo-sequence H-2-IAb. The binding affinity (normalized) is 0.351.